Dataset: Reaction yield outcomes from USPTO patents with 853,638 reactions. Task: Predict the reaction yield, written as a fraction of the theoretical maximum amount of product (1.0 means a 100% yield; for example, 0.34 means a 34% yield). (1) The reactants are B1([C:10]2[CH:15]=[CH:14][C:13]([S:16]([NH2:19])(=[O:18])=[O:17])=[CH:12][CH:11]=2)OC(C)(C)C(C)(C)O1.I[C:21]1[C:29]2[C:24](=[N:25][CH:26]=[N:27][C:28]=2[NH2:30])[N:23]([CH:31]([CH3:33])[CH3:32])[N:22]=1.C([O-])([O-])=O.[Na+].[Na+]. The catalyst is CCO.COCCOC.C1C=CC([P]([Pd]([P](C2C=CC=CC=2)(C2C=CC=CC=2)C2C=CC=CC=2)([P](C2C=CC=CC=2)(C2C=CC=CC=2)C2C=CC=CC=2)[P](C2C=CC=CC=2)(C2C=CC=CC=2)C2C=CC=CC=2)(C2C=CC=CC=2)C2C=CC=CC=2)=CC=1. The product is [NH2:30][C:28]1[N:27]=[CH:26][N:25]=[C:24]2[N:23]([CH:31]([CH3:33])[CH3:32])[N:22]=[C:21]([C:10]3[CH:11]=[CH:12][C:13]([S:16]([NH2:19])(=[O:17])=[O:18])=[CH:14][CH:15]=3)[C:29]=12. The yield is 0.100. (2) The catalyst is O1CCOCC1.O. The reactants are Br[C:2]1[CH:3]=[CH:4][C:5]2[S:9](=[O:11])(=[O:10])[N:8]([CH2:12][CH2:13][NH:14][C:15](=[O:21])[O:16][C:17]([CH3:20])([CH3:19])[CH3:18])[CH2:7][C:6]=2[CH:22]=1.[F:23][C:24]1[CH:32]=[C:31]2[C:27]([C:28](B3OC(C)(C)C(C)(C)O3)=[CH:29][N:30]2[C:33]([O:35][C:36]([CH3:39])([CH3:38])[CH3:37])=[O:34])=[CH:26][CH:25]=1.[O-]P([O-])([O-])=O.[K+].[K+].[K+].N#N. The yield is 0.740. The product is [C:17]([O:16][C:15]([NH:14][CH2:13][CH2:12][N:8]1[CH2:7][C:6]2[CH:22]=[C:2]([C:28]3[C:27]4[C:31](=[CH:32][C:24]([F:23])=[CH:25][CH:26]=4)[N:30]([C:33]([O:35][C:36]([CH3:39])([CH3:38])[CH3:37])=[O:34])[CH:29]=3)[CH:3]=[CH:4][C:5]=2[S:9]1(=[O:11])=[O:10])=[O:21])([CH3:20])([CH3:19])[CH3:18]. (3) The reactants are [BH4-].[BH4-].[BH4-].[BH4-].[Na+].[Na+].[Na+].[Na+].[CH3:9][N:10]1[C:18]2[C:13](=[CH:14][CH:15]=[CH:16][CH:17]=2)[C:12]([C:19](=[O:25])[C:20]([O:22][CH2:23][CH3:24])=[O:21])=[C:11]1[C:26]1[CH:31]=[CH:30][CH:29]=[CH:28][CH:27]=1.O. The catalyst is O1CCCC1.CO. The product is [OH:25][CH:19]([C:12]1[C:13]2[C:18](=[CH:17][CH:16]=[CH:15][CH:14]=2)[N:10]([CH3:9])[C:11]=1[C:26]1[CH:27]=[CH:28][CH:29]=[CH:30][CH:31]=1)[C:20]([O:22][CH2:23][CH3:24])=[O:21]. The yield is 0.690. (4) The reactants are [CH:1]([O:4][C:5]1[CH:6]=[CH:7][C:8]([O:11][C:12]2[CH:13]=[C:14]([CH:29]=[CH:30][CH:31]=2)[CH:15]=[C:16]2[CH2:21][CH2:20][N:19](C(OC(C)(C)C)=O)[CH2:18][CH2:17]2)=[N:9][CH:10]=1)([CH3:3])[CH3:2].C(O)(C(F)(F)F)=O. The catalyst is C(Cl)Cl. The product is [CH:1]([O:4][C:5]1[CH:6]=[CH:7][C:8]([O:11][C:12]2[CH:31]=[CH:30][CH:29]=[C:14]([CH:15]=[C:16]3[CH2:17][CH2:18][NH:19][CH2:20][CH2:21]3)[CH:13]=2)=[N:9][CH:10]=1)([CH3:3])[CH3:2]. The yield is 0.990.